This data is from Full USPTO retrosynthesis dataset with 1.9M reactions from patents (1976-2016). The task is: Predict the reactants needed to synthesize the given product. (1) Given the product [CH3:9][O:8][C:5]1[CH:4]=[N:3][C:2]([O:10][C:11]2[CH:12]=[C:13]([CH3:21])[C:14]([C:18](=[O:20])[CH3:19])=[C:15]([CH3:17])[CH:16]=2)=[N:7][CH:6]=1, predict the reactants needed to synthesize it. The reactants are: Cl[C:2]1[N:7]=[CH:6][C:5]([O:8][CH3:9])=[CH:4][N:3]=1.[OH:10][C:11]1[CH:16]=[C:15]([CH3:17])[C:14]([C:18](=[O:20])[CH3:19])=[C:13]([CH3:21])[CH:12]=1.C(=O)([O-])[O-].[K+].[K+]. (2) Given the product [ClH:37].[NH2:29][CH2:28][C:7]1[N:8]([CH2:24][CH:25]([CH3:26])[CH3:27])[C:9](=[O:23])[C:10]2[C:15]([C:6]=1[O:5][CH2:1][CH2:2][CH2:3][CH3:4])=[CH:14][C:13](/[CH:16]=[CH:17]/[C:18]1[N:19]=[CH:20][S:21][CH:22]=1)=[CH:12][CH:11]=2, predict the reactants needed to synthesize it. The reactants are: [CH2:1]([O:5][C:6]1[C:15]2[C:10](=[CH:11][CH:12]=[C:13](/[CH:16]=[CH:17]/[C:18]3[N:19]=[CH:20][S:21][CH:22]=3)[CH:14]=2)[C:9](=[O:23])[N:8]([CH2:24][CH:25]([CH3:27])[CH3:26])[C:7]=1[CH2:28][NH:29]C(=O)OC(C)(C)C)[CH2:2][CH2:3][CH3:4].[ClH:37]. (3) Given the product [Br:1][C:2]1[CH:3]=[C:4]([CH2:8][N:9]([CH3:19])[C:10](=[O:18])[C:11]2[C:16]([Cl:17])=[CH:15][CH:14]=[CH:13][N:12]=2)[CH:5]=[N:6][CH:7]=1, predict the reactants needed to synthesize it. The reactants are: [Br:1][C:2]1[CH:3]=[C:4]([CH2:8][NH:9][C:10](=[O:18])[C:11]2[C:16]([Cl:17])=[CH:15][CH:14]=[CH:13][N:12]=2)[CH:5]=[N:6][CH:7]=1.[CH3:19]I.[H-].[Na+]. (4) Given the product [CH3:74][N:71]1[C:72]([CH3:73])=[C:68]([CH2:67][NH:66][C:27]([C:12]2[CH:13]=[C:14]([C:16]3[CH:17]=[CH:18][C:19]([O:22][CH2:23][CH2:24][O:25][CH3:26])=[CH:20][CH:21]=3)[CH:15]=[C:10]([N:9]([C@H:6]3[CH2:5][CH2:4][C@H:3]([N:2]([CH3:33])[CH3:1])[CH2:8][CH2:7]3)[CH2:31][CH3:32])[C:11]=2[CH3:30])=[O:28])[C:69](=[O:75])[NH:70]1, predict the reactants needed to synthesize it. The reactants are: [CH3:1][N:2]([CH3:33])[C@H:3]1[CH2:8][CH2:7][C@H:6]([N:9]([CH2:31][CH3:32])[C:10]2[C:11]([CH3:30])=[C:12]([C:27](O)=[O:28])[CH:13]=[C:14]([C:16]3[CH:21]=[CH:20][C:19]([O:22][CH2:23][CH2:24][O:25][CH3:26])=[CH:18][CH:17]=3)[CH:15]=2)[CH2:5][CH2:4]1.CN(C(ON1N=NC2C=CC=CC1=2)=[N+](C)C)C.[B-](F)(F)(F)F.CCN(C(C)C)C(C)C.Cl.[NH2:66][CH2:67][C:68]1[C:69](=[O:75])[NH:70][N:71]([CH3:74])[C:72]=1[CH3:73].